This data is from Catalyst prediction with 721,799 reactions and 888 catalyst types from USPTO. The task is: Predict which catalyst facilitates the given reaction. (1) The catalyst class is: 3. Reactant: [Br-:1].[Li+].[OH:3][C@@H:4]1[C@H:8]2[N:9]([C:23]([O:25][C:26]([CH3:29])([CH3:28])[CH3:27])=[O:24])[CH2:10][C@@H:11](OS(C3C=CC(C)=CC=3)(=O)=O)[C@H:7]2[O:6][CH2:5]1.C(Cl)Cl. Product: [Br:1][C@H:11]1[CH2:10][N:9]([C:23]([O:25][C:26]([CH3:29])([CH3:28])[CH3:27])=[O:24])[C@@H:8]2[C@@H:4]([OH:3])[CH2:5][O:6][C@H:7]12. (2) Reactant: [Br:1][C:2]1[CH:10]=[CH:9][C:5]([C:6](Cl)=[O:7])=[CH:4][CH:3]=1.Cl.[CH3:12][NH:13][O:14][CH3:15].C(N(CC)CC)C.O. Product: [Br:1][C:2]1[CH:10]=[CH:9][C:5]([C:6]([N:13]([O:14][CH3:15])[CH3:12])=[O:7])=[CH:4][CH:3]=1. The catalyst class is: 2. (3) Reactant: [CH:1]([NH:4][C:5]1[N:10]=[C:9]([C:11]2[C:19]3[C:14](=[CH:15][CH:16]=[C:17]([C:20]4[N:24]=[C:23]([NH2:25])[O:22][N:21]=4)[CH:18]=3)[N:13](S(C3C=CC(C)=CC=3)(=O)=O)[CH:12]=2)[CH:8]=[N:7][CH:6]=1)([CH3:3])[CH3:2].[OH-].[Na+]. Product: [CH:1]([NH:4][C:5]1[N:10]=[C:9]([C:11]2[C:19]3[C:14](=[CH:15][CH:16]=[C:17]([C:20]4[N:24]=[C:23]([NH2:25])[O:22][N:21]=4)[CH:18]=3)[NH:13][CH:12]=2)[CH:8]=[N:7][CH:6]=1)([CH3:3])[CH3:2]. The catalyst class is: 12. (4) Reactant: Cl[C:2]1[N:7]=[C:6]([N:8]([CH2:15][CH2:16][C:17]2[CH:22]=[CH:21][CH:20]=[CH:19][CH:18]=2)[C:9]2[CH:14]=[CH:13][CH:12]=[CH:11][CH:10]=2)[CH:5]=[CH:4][N:3]=1.Cl.[CH3:24][N:25]([CH2:27][CH:28]([OH:38])[CH2:29][O:30][C:31]1[CH:37]=[CH:36][C:34]([NH2:35])=[CH:33][CH:32]=1)[CH3:26]. Product: [CH3:26][N:25]([CH2:27][CH:28]([OH:38])[CH2:29][O:30][C:31]1[CH:32]=[CH:33][C:34]([NH:35][C:2]2[N:7]=[C:6]([N:8]([CH2:15][CH2:16][C:17]3[CH:22]=[CH:21][CH:20]=[CH:19][CH:18]=3)[C:9]3[CH:14]=[CH:13][CH:12]=[CH:11][CH:10]=3)[CH:5]=[CH:4][N:3]=2)=[CH:36][CH:37]=1)[CH3:24]. The catalyst class is: 37.